This data is from NCI-60 drug combinations with 297,098 pairs across 59 cell lines. The task is: Regression. Given two drug SMILES strings and cell line genomic features, predict the synergy score measuring deviation from expected non-interaction effect. Drug 1: C1=NC2=C(N1)C(=S)N=C(N2)N. Drug 2: C1=CC=C(C(=C1)C(C2=CC=C(C=C2)Cl)C(Cl)Cl)Cl. Cell line: PC-3. Synergy scores: CSS=6.54, Synergy_ZIP=-2.77, Synergy_Bliss=-2.90, Synergy_Loewe=-24.9, Synergy_HSA=-2.96.